From a dataset of NCI-60 drug combinations with 297,098 pairs across 59 cell lines. Regression. Given two drug SMILES strings and cell line genomic features, predict the synergy score measuring deviation from expected non-interaction effect. (1) Drug 1: C1CCN(CC1)CCOC2=CC=C(C=C2)C(=O)C3=C(SC4=C3C=CC(=C4)O)C5=CC=C(C=C5)O. Cell line: CCRF-CEM. Drug 2: CS(=O)(=O)C1=CC(=C(C=C1)C(=O)NC2=CC(=C(C=C2)Cl)C3=CC=CC=N3)Cl. Synergy scores: CSS=6.47, Synergy_ZIP=-0.357, Synergy_Bliss=2.37, Synergy_Loewe=-2.47, Synergy_HSA=-2.10. (2) Drug 1: C1=NC2=C(N=C(N=C2N1C3C(C(C(O3)CO)O)F)Cl)N. Drug 2: C1C(C(OC1N2C=NC3=C2NC=NCC3O)CO)O. Cell line: OVCAR-4. Synergy scores: CSS=0.294, Synergy_ZIP=-0.267, Synergy_Bliss=-2.02, Synergy_Loewe=-2.87, Synergy_HSA=-2.17. (3) Drug 1: CC1=CC2C(CCC3(C2CCC3(C(=O)C)OC(=O)C)C)C4(C1=CC(=O)CC4)C. Drug 2: CN(C)C1=NC(=NC(=N1)N(C)C)N(C)C. Cell line: M14. Synergy scores: CSS=-4.85, Synergy_ZIP=3.37, Synergy_Bliss=1.57, Synergy_Loewe=-1.40, Synergy_HSA=-2.64. (4) Drug 1: CC1C(C(=O)NC(C(=O)N2CCCC2C(=O)N(CC(=O)N(C(C(=O)O1)C(C)C)C)C)C(C)C)NC(=O)C3=C4C(=C(C=C3)C)OC5=C(C(=O)C(=C(C5=N4)C(=O)NC6C(OC(=O)C(N(C(=O)CN(C(=O)C7CCCN7C(=O)C(NC6=O)C(C)C)C)C)C(C)C)C)N)C. Drug 2: CN(CC1=CN=C2C(=N1)C(=NC(=N2)N)N)C3=CC=C(C=C3)C(=O)NC(CCC(=O)O)C(=O)O. Cell line: MCF7. Synergy scores: CSS=28.4, Synergy_ZIP=-5.18, Synergy_Bliss=-0.408, Synergy_Loewe=-9.70, Synergy_HSA=-3.74.